Dataset: Full USPTO retrosynthesis dataset with 1.9M reactions from patents (1976-2016). Task: Predict the reactants needed to synthesize the given product. (1) Given the product [CH3:1][CH2:2][CH2:3][CH2:4][CH2:5][CH2:6][CH2:7][CH2:8][CH2:9][CH2:10][CH2:11][CH2:12][CH2:13][N+:14]([CH2:17][C:18]1[CH:19]=[CH:20][CH:21]=[CH:22][CH:23]=1)([CH3:16])[CH3:15].[C:25]([O-:35])(=[O:34])/[CH:26]=[CH:27]/[C:28]1[CH:29]=[CH:30][CH:31]=[CH:32][CH:33]=1, predict the reactants needed to synthesize it. The reactants are: [CH3:1][CH2:2][CH2:3][CH2:4][CH2:5][CH2:6][CH2:7][CH2:8][CH2:9][CH2:10][CH2:11][CH2:12][CH2:13][N+:14]([CH2:17][C:18]1[CH:19]=[CH:20][CH:21]=[CH:22][CH:23]=1)([CH3:16])[CH3:15].[Cl-].[C:25]([OH:35])(=[O:34])/[CH:26]=[CH:27]/[C:28]1[CH:33]=[CH:32][CH:31]=[CH:30][CH:29]=1.CCCCCCCCCCCCC[N+](CC1C=CC=CC=1)(C)C.C(Cl)(Cl)Cl. (2) Given the product [NH2:28][C:29]1[N:34]=[C:33]([S:35]([NH:38][C:12]([C:8]2[C:9]([Cl:11])=[N:10][C:5]([C:1]([CH3:2])([CH3:3])[CH3:4])=[C:6]([I:15])[CH:7]=2)=[O:14])(=[O:37])=[O:36])[CH:32]=[CH:31][CH:30]=1, predict the reactants needed to synthesize it. The reactants are: [C:1]([C:5]1[N:10]=[C:9]([Cl:11])[C:8]([C:12]([OH:14])=O)=[CH:7][C:6]=1[I:15])([CH3:4])([CH3:3])[CH3:2].C1N=CN(C(N2C=NC=C2)=O)C=1.[NH2:28][C:29]1[N:34]=[C:33]([S:35]([NH2:38])(=[O:37])=[O:36])[CH:32]=[CH:31][CH:30]=1.[H-].[Na+].CC(O)=O. (3) Given the product [Cl:19][C:20]1[CH:27]=[CH:26][C:23]([CH2:24][N:9]2[C:6]3=[N:7][CH:8]=[C:3]([O:2][CH3:1])[CH:4]=[C:5]3[CH:11]=[C:10]2[C:12]([O:14][CH2:15][CH3:16])=[O:13])=[CH:22][CH:21]=1, predict the reactants needed to synthesize it. The reactants are: [CH3:1][O:2][C:3]1[CH:4]=[C:5]2[CH:11]=[C:10]([C:12]([O:14][CH2:15][CH3:16])=[O:13])[NH:9][C:6]2=[N:7][CH:8]=1.[H-].[Na+].[Cl:19][C:20]1[CH:27]=[CH:26][C:23]([CH2:24]Cl)=[CH:22][CH:21]=1.